Dataset: Reaction yield outcomes from USPTO patents with 853,638 reactions. Task: Predict the reaction yield, written as a fraction of the theoretical maximum amount of product (1.0 means a 100% yield; for example, 0.34 means a 34% yield). (1) The reactants are [CH3:1][CH:2]([C:4]1[NH:8][C:7]([C:9]([O:11][CH2:12][CH3:13])=[O:10])=[N:6][CH:5]=1)[CH3:3].C1C(=O)N([Cl:21])C(=O)C1. No catalyst specified. The product is [Cl:21][C:5]1[N:6]=[C:7]([C:9]([O:11][CH2:12][CH3:13])=[O:10])[NH:8][C:4]=1[CH:2]([CH3:1])[CH3:3]. The yield is 0.770. (2) The yield is 0.770. The catalyst is CS(C)=O. The product is [CH3:44][O:43][C:40]1[CH:39]=[CH:38][C:37]([C:2]([C@H:3]2[CH2:4][CH2:5][C@H:6]([N:9]3[C:14](=[O:15])[C:13]([CH2:16][C:17]4[CH:22]=[CH:21][C:20]([C:23]5[C:24]([C:29]#[N:30])=[CH:25][CH:26]=[CH:27][CH:28]=5)=[CH:19][CH:18]=4)=[C:12]([CH2:31][CH2:32][CH3:33])[N:11]4[N:34]=[CH:35][N:36]=[C:10]34)[CH2:7][CH2:8]2)=[O:1])=[CH:42][CH:41]=1. The reactants are [OH:1][CH:2]([C:37]1[CH:42]=[CH:41][C:40]([O:43][CH3:44])=[CH:39][CH:38]=1)[C@H:3]1[CH2:8][CH2:7][C@H:6]([N:9]2[C:14](=[O:15])[C:13]([CH2:16][C:17]3[CH:22]=[CH:21][C:20]([C:23]4[C:24]([C:29]#[N:30])=[CH:25][CH:26]=[CH:27][CH:28]=4)=[CH:19][CH:18]=3)=[C:12]([CH2:31][CH2:32][CH3:33])[N:11]3[N:34]=[CH:35][N:36]=[C:10]23)[CH2:5][CH2:4]1.C(N(CC)CC)C.Cl. (3) The reactants are C[CH:2]([OH:14])[CH2:3][O:4][CH2:5][CH2:5][O:4][CH2:3][CH2:2][O:14]CCO.[C:15]([O:19][C:20]([CH3:23])([CH3:22])[CH3:21])(=[O:18])[CH:16]=[CH2:17].[Na]. The catalyst is C1COCC1. The product is [C:20]([O:19][C:15](=[O:18])[CH2:16][CH2:17][O:14][CH2:2][CH2:3][O:4][CH3:5])([CH3:23])([CH3:22])[CH3:21]. The yield is 0.890. (4) The reactants are C(OC([NH:11][C@@H:12]1[C@@H:18]2[CH:19]=[CH:20][C@@H:14]([C@@H:15]3[C@H:17]2[CH2:16]3)[C@@H:13]1[C:21]([O:23][CH3:24])=[O:22])=O)C1C=CC=CC=1.[ClH:25]. The catalyst is C(OCC)(=O)C.[Pd].C(OCC)C.O1CCOCC1. The product is [ClH:25].[NH2:11][C@@H:12]1[C@@H:18]2[CH2:19][CH2:20][C@@H:14]([C@@H:15]3[C@H:17]2[CH2:16]3)[C@@H:13]1[C:21]([O:23][CH3:24])=[O:22]. The yield is 1.00. (5) The reactants are [N:1]([CH2:4][C:5]([C:7]1[CH:8]=[CH:9][C:10]2[O:16][CH2:15][CH2:14][N:13]([C:17]([O:19][C:20]([CH3:23])([CH3:22])[CH3:21])=[O:18])[CH2:12][C:11]=2[CH:24]=1)=[O:6])=[N+]=[N-].[C:25]([N:44]=C=S)(C1C=CC=CC=1)(C1C=CC=CC=1)C1C=CC=CC=1.C1C=CC(P(C2C=CC=CC=2)C2C=CC=CC=2)=CC=1. The catalyst is O1CCOCC1. The product is [NH2:44][C:25]1[O:6][C:5]([C:7]2[CH:8]=[CH:9][C:10]3[O:16][CH2:15][CH2:14][N:13]([C:17]([O:19][C:20]([CH3:23])([CH3:22])[CH3:21])=[O:18])[CH2:12][C:11]=3[CH:24]=2)=[CH:4][N:1]=1. The yield is 0.570. (6) The reactants are [C:1]([NH:5][S:6]([C:9]1[CH:10]=[N:11][N:12]2[C:17]([NH:18][C:19]3[CH:24]=[C:23]([CH3:25])[CH:22]=[CH:21][C:20]=3[Cl:26])=[C:16]([C:27](OCC)=[O:28])[CH:15]=[N:14][C:13]=12)(=[O:8])=[O:7])([CH3:4])([CH3:3])[CH3:2].[F:32][C:33]1[CH:38]=[CH:37][C:36]([CH:39]2[CH2:44][CH2:43][NH:42][CH2:41][CH2:40]2)=[CH:35][CH:34]=1. No catalyst specified. The product is [C:1]([NH:5][S:6]([C:9]1[CH:10]=[N:11][N:12]2[C:17]([NH:18][C:19]3[CH:24]=[C:23]([CH3:25])[CH:22]=[CH:21][C:20]=3[Cl:26])=[C:16]([C:27]([N:42]3[CH2:43][CH2:44][CH:39]([C:36]4[CH:35]=[CH:34][C:33]([F:32])=[CH:38][CH:37]=4)[CH2:40][CH2:41]3)=[O:28])[CH:15]=[N:14][C:13]=12)(=[O:8])=[O:7])([CH3:4])([CH3:2])[CH3:3]. The yield is 0.410. (7) The reactants are [F:1][C:2]([F:11])([F:10])[C:3]1[C:4]([OH:9])=[N:5][CH:6]=[CH:7][CH:8]=1.[I:12]N1C(=O)CCC1=O.C([O-])(O)=O.[Na+]. The catalyst is CC#N.CN(C=O)C. The product is [I:12][C:7]1[CH:8]=[C:3]([C:2]([F:1])([F:10])[F:11])[C:4]([OH:9])=[N:5][CH:6]=1. The yield is 0.810. (8) The yield is 0.810. The catalyst is CO.[OH-].[Pd+2].[OH-]. The reactants are C1(C(C2C=CC=CC=2)[N:8]2[CH2:11][C:10]([CH2:20][NH:21][CH:22]([CH3:24])[CH3:23])([NH:12]CC3C=CC=CC=3)[CH2:9]2)C=CC=CC=1.[ClH:31].O1CCOCC1. The product is [ClH:31].[CH3:23][CH:22]([NH:21][CH2:20][C:10]1([NH2:12])[CH2:11][NH:8][CH2:9]1)[CH3:24]. (9) The reactants are [OH-].[Na+].[OH:3][CH:4]([C:6]1[CH:7]=[C:8]([C:24]([O:26]C)=[O:25])[CH:9]=[C:10]2[C:15]=1[O:14][C:13]([N:16]1[CH2:21][CH2:20][O:19][C@H:18]([CH3:22])[CH2:17]1)=[CH:12][C:11]2=[O:23])[CH3:5].O.Cl. The catalyst is CO. The product is [OH:3][CH:4]([C:6]1[CH:7]=[C:8]([C:24]([OH:26])=[O:25])[CH:9]=[C:10]2[C:15]=1[O:14][C:13]([N:16]1[CH2:21][CH2:20][O:19][C@H:18]([CH3:22])[CH2:17]1)=[CH:12][C:11]2=[O:23])[CH3:5]. The yield is 0.950.